Dataset: Experimentally validated miRNA-target interactions with 360,000+ pairs, plus equal number of negative samples. Task: Binary Classification. Given a miRNA mature sequence and a target amino acid sequence, predict their likelihood of interaction. (1) The miRNA is hsa-miR-6776-5p with sequence UCUGGGUGCAGUGGGGGUU. The protein sequence of the target gene is MPVHSRGDKKETNHHDEMEVDYAENEGSSSEDEDTESSSVSEDGDSSEMDDEDCERRRMECLDEMSNLEKQFTDLKDQLYKERLSQVDAKLQEVIAGKAPEYLEPLATLQENMQIRTKVAGIYRELCLESVKNKYECEIQASRQHCESEKLLLYDTVQSELEEKIRRLEEDRHSIDITSELWNDELQSRKKRKDPFSPDKKKPVVVSGPYIVYMLQDLDILEDWTTIRKAMATLGPHRVKTEPPVKLEKHLHSARSEEGRLYYDGEWYIRGQTICIDKKDECPTSAVITTINHDEVWFKR.... Result: 0 (no interaction). (2) The miRNA is hsa-miR-1908-5p with sequence CGGCGGGGACGGCGAUUGGUC. The protein sequence of the target gene is MAEAAPAPTSEWDSECLTSLQPLPLPTPPAANEAHLQTAAISLWTVVAAVQAIERKVEIHSRRLLHLEGRTGTAEKKLASCEKTVTELGNQLEGKWAVLGTLLQEYGLLQRRLENLENLLRNRNFWILRLPPGIKGDIPKVPVAFDDVSIYFSTPEWEKLEEWQKELYKNIMKGNYESLISMDYAINQPDVLSQIQPEGEHNTEDQAGPEESEIPTDPSEEPGISTSDILSWIKQEEEPQVGAPPESKESDVYKSTYADEELVIKAEGLARSSLCPEVPVPFSSPPAAAKDAFSDVAFKS.... Result: 0 (no interaction). (3) The miRNA is hsa-miR-1199-3p with sequence UGCGGCCGGUGCUCAACCUGC. The protein sequence of the target gene is MELTPGAQQQGINYQELTSGWQDVKSMMLVPEPTRKFPSGPLLTSVRFSNLSPESQQQDVKSLEFTVEPKLQSVKHVKLSSVSLQQTIKSVELAPGSLPQRVKYGEQTPRTNYQIMESSELIPRPGHQFAKYAEMIPQPKYQIPKSANLISIPIYHATESSEMAQGLAYKGIDTVEKSVGLTPKLTGRAKESLGMLLQPDLQVPKFVDLTPMVRDQGSKFLGLTPEKSYQILETMELLSQSRPRVKDVGELYMKPLQQTVEYEGITPELKHYFTEAMGLTAEARIQANEFFGMTPKPTSQ.... Result: 0 (no interaction). (4) The miRNA is hsa-miR-548av-3p with sequence AAAACUGCAGUUACUUUUGC. The protein sequence of the target gene is MDKSGIDSLDHVTSDAVELANRSDNSSDSSLFKTQCIPYSPKGEKRNPIRKFVRTPESVHASDSSSDSSFEPIPLTIKAIFERFKNRKKRYKKKKKRRYQPTGRPRGRPEGRRNPIYSLIDKKKQFRSRGSGFPFLESENEKNAPWRKILTFEQAVARGFFNYIEKLKYEHHLKESLKQMNVGEDLENEDFDSRRYKFLDDDGSISPIEESTAEDEDATHLEDNECDIKLAGDSFIVSSEFPVRLSVYLEEEDITEEAALSKKRATKAKNTGQRGLKM. Result: 1 (interaction). (5) The miRNA is mmu-miR-1306-3p with sequence ACGUUGGCUCUGGUGGUGAUG. The protein sequence of the target gene is MEPPYSLTAHYDEFQEVKYVSRCGAGGARGASLPPGFPLGAARSATGARSGLPRWNRREVCLLSGLVFAAGLCAILAAMLALKYLGPVAAGGGACPEGCPERKAFARAARFLAANLDASIDPCQDFYSFACGGWLRRHAIPDDKLTYGTIAAIGEQNEERLRRLLARPGGGPGGAAQRKVRAFFRSCLDMREIERLGPRPMLEVIEDCGGWDLGGAEERPGVAARWDLNRLLYKAQGVYSAAALFSLTVSLDDRNSSRYVIRIDQDGLTLPERTLYLAQDEDSEKILAAYRVFMERVLSL.... Result: 0 (no interaction). (6) The miRNA is hsa-miR-4454 with sequence GGAUCCGAGUCACGGCACCA. The protein sequence of the target gene is MLARAARGTGALLLRGSLLASGRAPRRASSGLPRNTVVLFVPQQEAWVVERMGRFHRILEPGLNILIPVLDRIRYVQSLKEIVINVPEQSAVTLDNVTLQIDGVLYLRIMDPYKASYGVEDPEYAVTQLAQTTMRSELGKLSLDKVFRERESLNASIVDAINQAADCWGIRCLRYEIKDIHVPPRVKESMQMQVEAERRKRATVLESEGTRESAINVAEGKKQAQILASEAEKAEQINQAAGEASAVLAKAKAKAEAIRILAAALTQHNGDAAASLTVAEQYVSAFSKLAKDSNTILLPS.... Result: 0 (no interaction). (7) The miRNA is hsa-miR-628-3p with sequence UCUAGUAAGAGUGGCAGUCGA. The protein sequence of the target gene is MENLQSKFSLVQGSNKKLNGMEDDGSPPVKKMMTDIHANGKTLTKVKKEHLDDYGDASVEPDGEHAKRNRVSLPETLNLNPSLKHTLAQFHLSSQSSLGGPAAFSARYSQESMSPTVFLPLPSPQVLPGPLLIPSDSSTELTQTLLEGESISCFQVGGEKRLCLPQVLNSVLREFSLQQINTVCDELYIYCSRCTSDQLHILKVLGILPFNAPSCGLITLTDAQRLCNALLRPRTFPQNGSILPAKSSLAQLKETGSAFEVEHECLGKCQGLFAPQFYVQPDAPCIQCLECCGMFAPQTF.... Result: 0 (no interaction). (8) The protein sequence of the target gene is MSCCDLAAAGQLGKAGIMASDCEPALNQAESRNPTLERYLGALREAKNDSEQFAALLLVTKAVKAGDIDAKTRRRIFDAVGFTFPNRLLTTKEAPDGCPDHVLRALGVALLACFCSDPELASHPQVLNKIPILSTFLTARGDPDDAARRSMIDDTYQCLTAVAGTPRGPRHLIAGGTVSALCQAYLGHGYGFDQALALLVGLLAAAETQCWKEAEPDLLAVLRGLSEDFQRAEDASKFELCQLLPLFLPPTTVPPECHRDLQAGLARILGSKLSSWQRNPALKLAARLAHACGSDWIPVG.... The miRNA is hsa-miR-4799-5p with sequence AUCUAAAUGCAGCAUGCCAGUC. Result: 0 (no interaction). (9) The miRNA is hsa-miR-501-5p with sequence AAUCCUUUGUCCCUGGGUGAGA. The protein sequence of the target gene is MKTLQFFFLFCCWKAICCNSCELTNITIAIEKEECRFCISINTTWCAGYCYTRDLVYKDPARPKIQKTCTFKELVYETVRVPGCAHHADSLYTYPVATQCHCGKCDSDSTDCTVRGLGPSYCSFGEMKE. Result: 1 (interaction).